This data is from Full USPTO retrosynthesis dataset with 1.9M reactions from patents (1976-2016). The task is: Predict the reactants needed to synthesize the given product. (1) Given the product [Br:1][C:2]1[C:3]([C:7](=[O:8])[NH2:9])=[N:4][N:5]([CH2:11][C:12]([O:14][C:15]([CH3:18])([CH3:17])[CH3:16])=[O:13])[CH:6]=1, predict the reactants needed to synthesize it. The reactants are: [Br:1][C:2]1[C:3]([C:7]([NH2:9])=[O:8])=[N:4][NH:5][CH:6]=1.Br[CH2:11][C:12]([O:14][C:15]([CH3:18])([CH3:17])[CH3:16])=[O:13].C(=O)([O-])[O-].[K+].[K+]. (2) The reactants are: [Cl:1][C:2]1[C:3]([C:10]2[S:11][C:12]([C:15]3[N:16]=[C:17]4[C:22]([Cl:23])=[CH:21][C:20]([C:24]([F:27])([F:26])[F:25])=[CH:19][N:18]4[CH:28]=3)=[N:13][N:14]=2)=[CH:4][C:5]([F:9])=[C:6]([OH:8])[CH:7]=1.C([O-])([O-])=O.[K+].[K+].Br[CH2:36][C:37](=[O:39])[CH3:38]. Given the product [Cl:1][C:2]1[C:3]([C:10]2[S:11][C:12]([C:15]3[N:16]=[C:17]4[C:22]([Cl:23])=[CH:21][C:20]([C:24]([F:26])([F:25])[F:27])=[CH:19][N:18]4[CH:28]=3)=[N:13][N:14]=2)=[CH:4][C:5]([F:9])=[C:6]([CH:7]=1)[O:8][CH2:36][C:37](=[O:39])[CH3:38], predict the reactants needed to synthesize it. (3) Given the product [N:26]1[CH:27]=[CH:28][C:23]([C:21]2[CH2:20][C:19](=[O:35])[NH:18][C:9]3[CH:10]=[C:11]([C:14]([F:17])([F:16])[F:15])[CH:12]=[CH:13][C:8]=3[N:7]=2)=[CH:24][C:25]=1[C:29]1[CH:30]=[N:31][CH:32]=[CH:33][CH:34]=1, predict the reactants needed to synthesize it. The reactants are: C(OC(=O)[NH:7][C:8]1[CH:13]=[CH:12][C:11]([C:14]([F:17])([F:16])[F:15])=[CH:10][C:9]=1[NH:18][C:19](=[O:35])[CH2:20][C:21]([C:23]1[CH:28]=[CH:27][N:26]=[C:25]([C:29]2[CH:30]=[N:31][CH:32]=[CH:33][CH:34]=2)[CH:24]=1)=O)(C)(C)C.C(O)(C(F)(F)F)=O.